Dataset: Catalyst prediction with 721,799 reactions and 888 catalyst types from USPTO. Task: Predict which catalyst facilitates the given reaction. (1) Reactant: CS(C)=O.Br[CH2:6][CH2:7][CH2:8][CH:9]1[CH2:14][CH2:13][N:12]([C:15]([O:17][C:18]([CH3:21])([CH3:20])[CH3:19])=[O:16])[CH2:11][CH2:10]1.[C:22]([C:24]1[CH:29]=[CH:28][C:27]([OH:30])=[CH:26][CH:25]=1)#[N:23].C(=O)([O-])[O-].[K+].[K+]. Product: [C:22]([C:24]1[CH:29]=[CH:28][C:27]([O:30][CH2:6][CH2:7][CH2:8][CH:9]2[CH2:14][CH2:13][N:12]([C:15]([O:17][C:18]([CH3:21])([CH3:20])[CH3:19])=[O:16])[CH2:11][CH2:10]2)=[CH:26][CH:25]=1)#[N:23]. The catalyst class is: 226. (2) Reactant: [CH2:1]([O:3][C:4]1[CH:5]=[C:6]([CH:20]=[CH:21][CH:22]=1)[CH2:7][NH:8][C:9]([C:11]1[C:12]2[CH:13]=[CH:14][NH:15][C:16]=2[CH:17]=[CH:18][CH:19]=1)=[O:10])[CH3:2].[NH2:23][C:24]1[N:29]=[C:28](Cl)[CH:27]=[CH:26][N:25]=1.NC1N=C(N2C3C(=C(NC(=O)CC4C=CC=C(OC)C=4)C=CC=3)C=C2)C=CN=1. Product: [NH2:23][C:24]1[N:29]=[C:28]([N:15]2[C:16]3[CH:17]=[CH:18][CH:19]=[C:11]([C:9]([NH:8][CH2:7][C:6]4[CH:20]=[CH:21][CH:22]=[C:4]([O:3][CH2:1][CH3:2])[CH:5]=4)=[O:10])[C:12]=3[CH:13]=[CH:14]2)[CH:27]=[CH:26][N:25]=1. The catalyst class is: 6.